This data is from NCI-60 drug combinations with 297,098 pairs across 59 cell lines. The task is: Regression. Given two drug SMILES strings and cell line genomic features, predict the synergy score measuring deviation from expected non-interaction effect. (1) Drug 1: CN(C)N=NC1=C(NC=N1)C(=O)N. Drug 2: C1=CC(=CC=C1CC(C(=O)O)N)N(CCCl)CCCl.Cl. Cell line: LOX IMVI. Synergy scores: CSS=47.8, Synergy_ZIP=-1.42, Synergy_Bliss=1.39, Synergy_Loewe=2.67, Synergy_HSA=5.38. (2) Drug 2: COC1=C(C=C2C(=C1)N=CN=C2NC3=CC(=C(C=C3)F)Cl)OCCCN4CCOCC4. Cell line: NCI-H522. Synergy scores: CSS=31.2, Synergy_ZIP=-1.89, Synergy_Bliss=-3.41, Synergy_Loewe=-7.92, Synergy_HSA=-2.12. Drug 1: C1CCN(CC1)CCOC2=CC=C(C=C2)C(=O)C3=C(SC4=C3C=CC(=C4)O)C5=CC=C(C=C5)O. (3) Drug 1: CC12CCC(CC1=CCC3C2CCC4(C3CC=C4C5=CN=CC=C5)C)O. Drug 2: CC1=CC2C(CCC3(C2CCC3(C(=O)C)OC(=O)C)C)C4(C1=CC(=O)CC4)C. Cell line: HCT-15. Synergy scores: CSS=18.2, Synergy_ZIP=2.25, Synergy_Bliss=9.39, Synergy_Loewe=3.23, Synergy_HSA=6.33. (4) Drug 1: C1CN1P(=S)(N2CC2)N3CC3. Drug 2: C1=NNC2=C1C(=O)NC=N2. Cell line: HOP-92. Synergy scores: CSS=-1.64, Synergy_ZIP=2.42, Synergy_Bliss=3.34, Synergy_Loewe=-3.80, Synergy_HSA=-2.56. (5) Drug 1: COC1=NC(=NC2=C1N=CN2C3C(C(C(O3)CO)O)O)N. Drug 2: CN(CCCl)CCCl.Cl. Cell line: CAKI-1. Synergy scores: CSS=4.74, Synergy_ZIP=-1.77, Synergy_Bliss=3.81, Synergy_Loewe=-15.9, Synergy_HSA=-2.54. (6) Drug 1: CN(C)C1=NC(=NC(=N1)N(C)C)N(C)C. Drug 2: CC12CCC3C(C1CCC2O)C(CC4=C3C=CC(=C4)O)CCCCCCCCCS(=O)CCCC(C(F)(F)F)(F)F. Cell line: SN12C. Synergy scores: CSS=-2.11, Synergy_ZIP=-0.664, Synergy_Bliss=-2.37, Synergy_Loewe=-8.70, Synergy_HSA=-3.17. (7) Drug 1: CN(CC1=CN=C2C(=N1)C(=NC(=N2)N)N)C3=CC=C(C=C3)C(=O)NC(CCC(=O)O)C(=O)O. Drug 2: CS(=O)(=O)OCCCCOS(=O)(=O)C. Cell line: SF-539. Synergy scores: CSS=32.5, Synergy_ZIP=-0.441, Synergy_Bliss=0.273, Synergy_Loewe=-3.76, Synergy_HSA=0.244. (8) Drug 1: CCC1=C2CN3C(=CC4=C(C3=O)COC(=O)C4(CC)O)C2=NC5=C1C=C(C=C5)O. Drug 2: C(=O)(N)NO. Cell line: SK-MEL-28. Synergy scores: CSS=3.77, Synergy_ZIP=1.84, Synergy_Bliss=6.64, Synergy_Loewe=-5.14, Synergy_HSA=3.59. (9) Drug 2: CC1=C(C(=CC=C1)Cl)NC(=O)C2=CN=C(S2)NC3=CC(=NC(=N3)C)N4CCN(CC4)CCO. Drug 1: C1=NC2=C(N=C(N=C2N1C3C(C(C(O3)CO)O)F)Cl)N. Cell line: 786-0. Synergy scores: CSS=7.25, Synergy_ZIP=-3.55, Synergy_Bliss=-0.496, Synergy_Loewe=-9.11, Synergy_HSA=-2.03.